From a dataset of Full USPTO retrosynthesis dataset with 1.9M reactions from patents (1976-2016). Predict the reactants needed to synthesize the given product. Given the product [Cl:35][C:36]1[CH:44]=[CH:43][C:39]([C:40]([N:16]([CH:1]2[CH2:5][CH2:4][CH2:3][CH2:2]2)[C@@H:9]([CH:8]([CH3:17])[CH3:7])[CH2:10][N:11]2[CH2:15][CH2:14][CH2:13][CH2:12]2)=[O:41])=[CH:38][CH:37]=1, predict the reactants needed to synthesize it. The reactants are: [C:1]1(=O)[CH2:5][CH:4]=[CH:3][CH2:2]1.[CH3:7][CH:8]([CH3:17])[C@H:9]([NH2:16])[CH2:10][N:11]1[CH2:15][CH2:14][CH2:13][CH2:12]1.C([BH3-])#N.[Na+].C(O)(=O)C.CCN(C(C)C)C(C)C.[Cl:35][C:36]1[CH:44]=[CH:43][C:39]([C:40](Cl)=[O:41])=[CH:38][CH:37]=1.